The task is: Predict the reactants needed to synthesize the given product.. This data is from Retrosynthesis with 50K atom-mapped reactions and 10 reaction types from USPTO. (1) Given the product CCOC(=O)CC(Cc1nc(C(=O)NCCCNc2ccccn2)co1)c1ccccc1, predict the reactants needed to synthesize it. The reactants are: CCOC(=O)CC(Cc1nc(C(=O)O)co1)c1ccccc1.NCCCNc1ccccn1. (2) The reactants are: CCCCCN.COC(=O)c1cncc(N2CCN(C(=O)c3cc(F)ccc3C(F)(F)F)CC2)c1. Given the product CCCCCNC(=O)c1cncc(N2CCN(C(=O)c3cc(F)ccc3C(F)(F)F)CC2)c1, predict the reactants needed to synthesize it. (3) Given the product CCOC(=O)CC[C@H](NC(=O)CCc1cc(Cl)ccc1C(=O)CCCNC(C)=O)C(=O)OCC, predict the reactants needed to synthesize it. The reactants are: CC(=O)NCCCC(=O)c1ccc(Cl)cc1CCC(=O)O.CCOC(=O)CC[C@H](N)C(=O)OCC. (4) Given the product C=CC(=O)NCCNc1cccc(Nc2cc(-c3cc(F)cc(-n4ncc5c6c(sc5c4=O)CCCC6)c3CO)cn(C)c2=O)n1, predict the reactants needed to synthesize it. The reactants are: C=CC(=O)NCCNc1cccc(Nc2cc(-c3cc(F)cc(-n4ncc5c6c(sc5c4=O)CCCC6)c3COC(C)=O)cn(C)c2=O)n1. (5) Given the product Nc1ncc(C(=O)NCCO)c2scc(COc3cccc(Nc4ccccc4)c3)c12, predict the reactants needed to synthesize it. The reactants are: CCOC(=O)c1cnc(N)c2c(COc3cccc(Nc4ccccc4)c3)csc12.NCCO. (6) Given the product CC(C)OC(=O)c1ccccc1O, predict the reactants needed to synthesize it. The reactants are: O=C(O)c1ccccc1O.O=C(n1ccnc1)n1ccnc1. (7) Given the product COc1cc(CC(=O)Nn2nc(-c3ccc(Cl)cc3)c3ccccc3c2=O)cc(OC)c1, predict the reactants needed to synthesize it. The reactants are: COc1cc(CC(=O)O)cc(OC)c1.Nn1nc(-c2ccc(Cl)cc2)c2ccccc2c1=O. (8) Given the product CCCC1CN(Cc2ccccc2)CCC1O, predict the reactants needed to synthesize it. The reactants are: CCCC1CN(Cc2ccccc2)CCC1=O.